Predict the product of the given reaction. From a dataset of Forward reaction prediction with 1.9M reactions from USPTO patents (1976-2016). (1) Given the reactants [CH3:1][O:2][C:3]1[C:4]([O:28][CH3:29])=[CH:5][C:6]2[C:12]([C:13]3[CH:18]=[CH:17][C:16]([N:19]4[CH2:24][CH2:23][N:22]([CH3:25])[CH2:21][CH2:20]4)=[CH:15][CH:14]=3)=[N:11][NH:10][CH:9]([CH3:26])[CH2:8][C:7]=2[CH:27]=1.Cl[C:31]([O:33][CH3:34])=[O:32].C(=O)([O-])O.[Na+], predict the reaction product. The product is: [CH3:1][O:2][C:3]1[C:4]([O:28][CH3:29])=[CH:5][C:6]2[C:12]([C:13]3[CH:18]=[CH:17][C:16]([N:19]4[CH2:20][CH2:21][N:22]([CH3:25])[CH2:23][CH2:24]4)=[CH:15][CH:14]=3)=[N:11][N:10]([C:31]([O:33][CH3:34])=[O:32])[CH:9]([CH3:26])[CH2:8][C:7]=2[CH:27]=1. (2) Given the reactants [OH:1][C:2]1[CH:3]=[C:4]([CH2:9][C@H:10]([NH:22]C(OC(C)(C)C)=O)[C:11]([O:13][C@H:14]([CH3:21])[C@H:15]([O:17][C:18](=[O:20])[CH3:19])[CH3:16])=[O:12])[CH:5]=[CH:6][C:7]=1[OH:8].[ClH:30], predict the reaction product. The product is: [ClH:30].[NH2:22][C@@H:10]([CH2:9][C:4]1[CH:5]=[CH:6][C:7]([OH:8])=[C:2]([OH:1])[CH:3]=1)[C:11]([O:13][C@H:14]([CH3:21])[C@H:15]([O:17][C:18](=[O:20])[CH3:19])[CH3:16])=[O:12]. (3) Given the reactants [C:1]([O:5][C:6]([C:8]1[CH:16]=[CH:15][C:14]([C:17]([OH:19])=O)=[C:13]2[C:9]=1[CH:10]=[CH:11][NH:12]2)=[O:7])([CH3:4])([CH3:3])[CH3:2].C[N:21](C(ON1N=NC2C=CC=NC1=2)=[N+](C)C)C.F[P-](F)(F)(F)(F)F.CN1CCOCC1.N.CO, predict the reaction product. The product is: [C:17]([C:14]1[C:13]2[NH:12][CH:11]=[CH:10][C:9]=2[C:8]([C:6]([O:5][C:1]([CH3:4])([CH3:3])[CH3:2])=[O:7])=[CH:16][CH:15]=1)(=[O:19])[NH2:21]. (4) Given the reactants S([O:5][C:6]1[CH:11]=[CH:10][C:9]([NH:12][CH3:13])=[CH:8][CH:7]=1)(O)(=O)=O.[CH:14]1[C:19]([O:20][C:21](Cl)=[O:22])=[CH:18][CH:17]=[C:16]([Cl:24])[CH:15]=1, predict the reaction product. The product is: [Cl:24][C:16]1[CH:17]=[CH:18][C:19]([O:20][C:21](=[O:22])[N:12]([C:9]2[CH:10]=[CH:11][C:6]([OH:5])=[CH:7][CH:8]=2)[CH3:13])=[CH:14][CH:15]=1. (5) Given the reactants CN(C)[C:3](=[O:28])[CH2:4][O:5][CH2:6][CH2:7][N:8]1[CH2:13][CH2:12][N:11]([CH:14]([C:22]2[CH:27]=[CH:26][CH:25]=[CH:24][CH:23]=2)[C:15]2[CH:20]=[CH:19][C:18]([Cl:21])=[CH:17][CH:16]=2)[CH2:10][CH2:9]1.C(N(CC=C)C(=O)C[O:36]CCN1CCN(C(C2C=CC=CC=2)C2C=CC([Cl:52])=CC=2)CC1)C=C, predict the reaction product. The product is: [ClH:21].[ClH:52].[C:22]1([CH:14]([N:11]2[CH2:12][CH2:13][N:8]([CH2:7][CH2:6][O:5][CH2:4][C:3]([OH:28])=[O:36])[CH2:9][CH2:10]2)[C:15]2[CH:16]=[CH:17][C:18]([Cl:21])=[CH:19][CH:20]=2)[CH:27]=[CH:26][CH:25]=[CH:24][CH:23]=1.